From a dataset of Forward reaction prediction with 1.9M reactions from USPTO patents (1976-2016). Predict the product of the given reaction. (1) The product is: [Cl:8][C:9]1[N:17]=[C:16]2[C:12]([N:13]=[CH:14][N:15]2[CH2:18][CH3:19])=[C:11]([NH:20][C:21]2[CH:26]=[CH:25][C:24]([S:4]([Cl:3])(=[O:7])=[O:5])=[CH:23][CH:22]=2)[N:10]=1. Given the reactants [OH-].[Na+].[Cl:3][S:4]([OH:7])(=O)=[O:5].[Cl:8][C:9]1[N:17]=[C:16]2[C:12]([N:13]=[CH:14][N:15]2[CH2:18][CH3:19])=[C:11]([NH:20][C:21]2[CH:26]=[CH:25][CH:24]=[CH:23][CH:22]=2)[N:10]=1, predict the reaction product. (2) Given the reactants ClC1N=[C:4]([N:19]2[CH2:24][CH2:23][O:22][CH2:21][C@@H:20]2C)[C:5]2[CH2:11][CH2:10]N(C(OC(C)(C)C)=O)[CH2:8][C:6]=2N=1.[CH3:26]S(C)=O.[CH2:30](N(CC)CC)[CH3:31].N[CH:38]([OH:40])[CH3:39], predict the reaction product. The product is: [C:4]1([N:19]2[CH2:20][CH2:21][O:22][CH2:23][CH2:24]2)[CH:5]=[CH:11][CH:10]=[CH:31][CH:30]=1.[O:40]1[C:6]2[C:5](=[CH:11][CH:10]=[CH:26][CH:8]=2)[CH:4]=[CH:39][CH2:38]1.